From a dataset of Forward reaction prediction with 1.9M reactions from USPTO patents (1976-2016). Predict the product of the given reaction. (1) Given the reactants [F:1][C:2]1[CH:21]=[C:20]([I:22])[CH:19]=[CH:18][C:3]=1[NH:4][C:5]1[C:6]([C:13]([O:15]CC)=[O:14])=[CH:7][N:8]([CH3:12])[C:9](=[O:11])[CH:10]=1.[OH-].[Na+], predict the reaction product. The product is: [F:1][C:2]1[CH:21]=[C:20]([I:22])[CH:19]=[CH:18][C:3]=1[NH:4][C:5]1[C:6]([C:13]([OH:15])=[O:14])=[CH:7][N:8]([CH3:12])[C:9](=[O:11])[CH:10]=1. (2) Given the reactants [H-].[Al+3].[Li+].[H-].[H-].[H-].[Cl:7][C:8]1[N:16]=[CH:15][CH:14]=[CH:13][C:9]=1[C:10](O)=[O:11].[OH-].[Na+], predict the reaction product. The product is: [Cl:7][C:8]1[C:9]([CH2:10][OH:11])=[CH:13][CH:14]=[CH:15][N:16]=1.